This data is from Reaction yield outcomes from USPTO patents with 853,638 reactions. The task is: Predict the reaction yield, written as a fraction of the theoretical maximum amount of product (1.0 means a 100% yield; for example, 0.34 means a 34% yield). (1) The reactants are [Cl:1][C:2]1[CH:27]=[CH:26][CH:25]=[CH:24][C:3]=1[C:4]([NH:6][C:7](=[O:23])[NH:8][C:9]1[S:10][C:11]2[CH:17]=[C:16]([S:18]([CH:21]=[CH2:22])(=[O:20])=[O:19])[CH:15]=[CH:14][C:12]=2[N:13]=1)=[O:5].[NH:28]1[CH2:33][CH2:32][O:31][CH2:30][CH2:29]1. The catalyst is C1COCC1. The product is [Cl:1][C:2]1[CH:27]=[CH:26][CH:25]=[CH:24][C:3]=1[C:4]([NH:6][C:7](=[O:23])[NH:8][C:9]1[S:10][C:11]2[CH:17]=[C:16]([S:18]([CH2:21][CH2:22][N:28]3[CH2:33][CH2:32][O:31][CH2:30][CH2:29]3)(=[O:20])=[O:19])[CH:15]=[CH:14][C:12]=2[N:13]=1)=[O:5]. The yield is 0.330. (2) The reactants are [CH2:1]([N:8]1[C:16]2[C:15](=[O:17])[NH:14][C:13](=[O:18])[NH:12][C:11]=2[N:10]=[CH:9]1)[C:2]1[CH:7]=[CH:6][CH:5]=[CH:4][CH:3]=1.C(=O)([O-])[O-].[K+].[K+].[CH2:25](I)[CH2:26][CH2:27][CH3:28].C(O)(=O)C. The catalyst is CN(C=O)C. The product is [CH2:25]([N:12]1[C:11]2[N:10]=[CH:9][N:8]([CH2:1][C:2]3[CH:7]=[CH:6][CH:5]=[CH:4][CH:3]=3)[C:16]=2[C:15](=[O:17])[NH:14][C:13]1=[O:18])[CH2:26][CH2:27][CH3:28]. The yield is 0.450. (3) The reactants are [H-].[Na+].[Cl:3][C:4]1[O:14][C:7]2=[C:8]([NH2:13])[N:9]=[CH:10][C:11]([I:12])=[C:6]2[CH:5]=1.CI.[CH3:17][N:18]([CH:20]=O)[CH3:19]. No catalyst specified. The product is [Cl:3][C:4]1[O:14][C:7]2=[C:8]([NH:13][CH3:17])[N:9]=[CH:10][C:11]([I:12])=[C:6]2[CH:5]=1.[Cl:3][C:4]1[O:14][C:7]2=[C:20]([N:18]([CH3:17])[CH3:19])[N:9]=[CH:10][C:11]([I:12])=[C:6]2[CH:5]=1. The yield is 0.170.